Dataset: Forward reaction prediction with 1.9M reactions from USPTO patents (1976-2016). Task: Predict the product of the given reaction. The product is: [F:27][C:2]1([F:1])[CH2:7][CH2:6][CH2:5][C:4]([CH2:9][NH:10][C:11]([C:13]2[CH:14]=[C:15]([CH2:23][CH2:24][OH:25])[N:16]3[C:21]=2[C:20]([Cl:22])=[CH:19][CH:18]=[CH:17]3)=[O:12])([OH:8])[CH2:3]1. Given the reactants [F:1][C:2]1([F:27])[CH2:7][CH2:6][CH2:5][C:4]([CH2:9][NH:10][C:11]([C:13]2[CH:14]=[C:15]([CH2:23][CH2:24][O:25]C)[N:16]3[C:21]=2[C:20]([Cl:22])=[CH:19][CH:18]=[CH:17]3)=[O:12])([OH:8])[CH2:3]1.Cl.N1C=CC=CC=1, predict the reaction product.